This data is from Full USPTO retrosynthesis dataset with 1.9M reactions from patents (1976-2016). The task is: Predict the reactants needed to synthesize the given product. Given the product [CH2:35]([O:34][C:32](=[O:33])[NH:19][CH2:18][CH:16]1[CH2:15][C:14]2[C:9]([C:4]3[CH:5]=[CH:6][CH:7]=[CH:8][C:3]=3[C:2]([F:20])([F:1])[F:21])=[CH:10][CH:11]=[CH:12][C:13]=2[O:17]1)[C:36]1[CH:41]=[CH:40][CH:39]=[CH:38][CH:37]=1, predict the reactants needed to synthesize it. The reactants are: [F:1][C:2]([F:21])([F:20])[C:3]1[CH:8]=[CH:7][CH:6]=[CH:5][C:4]=1[C:9]1[C:14]2[CH2:15][CH:16]([CH2:18][NH2:19])[O:17][C:13]=2[CH:12]=[CH:11][CH:10]=1.C(N(C(C)C)CC)(C)C.Cl[C:32]([O:34][CH2:35][C:36]1[CH:41]=[CH:40][CH:39]=[CH:38][CH:37]=1)=[O:33].